This data is from Full USPTO retrosynthesis dataset with 1.9M reactions from patents (1976-2016). The task is: Predict the reactants needed to synthesize the given product. (1) Given the product [CH:1]1([C:7]2([C:10]([OH:12])=[O:11])[CH2:9][CH2:8]2)[CH2:2][CH2:3][CH2:4][CH2:5][CH2:6]1, predict the reactants needed to synthesize it. The reactants are: [C:1]1([C:7]2([C:10]([OH:12])=[O:11])[CH2:9][CH2:8]2)[CH:6]=[CH:5][CH:4]=[CH:3][CH:2]=1.[H][H]. (2) Given the product [CH2:1]([N:8]([C:21]([O:23][C:24]([CH3:27])([CH3:26])[CH3:25])=[O:22])[CH:9]1[CH2:15][CH2:14][CH2:13][C:12]2[CH:16]=[C:17]([Cl:28])[C:18]([OH:20])=[CH:19][C:11]=2[CH2:10]1)[C:2]1[CH:3]=[CH:4][CH:5]=[CH:6][CH:7]=1, predict the reactants needed to synthesize it. The reactants are: [CH2:1]([N:8]([C:21]([O:23][C:24]([CH3:27])([CH3:26])[CH3:25])=[O:22])[CH:9]1[CH2:15][CH2:14][CH2:13][C:12]2[CH:16]=[CH:17][C:18]([OH:20])=[CH:19][C:11]=2[CH2:10]1)[C:2]1[CH:7]=[CH:6][CH:5]=[CH:4][CH:3]=1.[Cl:28]NC(=O)CCC(N)=O.C(=O)([O-])O.[Na+]. (3) Given the product [Cl:1][C:2]1[CH:8]=[CH:7][C:5]([NH:6][C:33]([C:32]2[CH:31]=[CH:30][C:29]([CH2:28][N:25]3[CH2:26][CH2:27][N:22]([C:20]([O:19][C:15]([CH3:16])([CH3:17])[CH3:18])=[O:21])[CH2:23][C:24]3=[O:38])=[CH:37][CH:36]=2)=[O:34])=[CH:4][C:3]=1[C:9]1[CH:14]=[CH:13][CH:12]=[CH:11][N:10]=1, predict the reactants needed to synthesize it. The reactants are: [Cl:1][C:2]1[CH:8]=[CH:7][C:5]([NH2:6])=[CH:4][C:3]=1[C:9]1[CH:14]=[CH:13][CH:12]=[CH:11][N:10]=1.[C:15]([O:19][C:20]([N:22]1[CH2:27][CH2:26][N:25]([CH2:28][C:29]2[CH:37]=[CH:36][C:32]([C:33](O)=[O:34])=[CH:31][CH:30]=2)[C:24](=[O:38])[CH2:23]1)=[O:21])([CH3:18])([CH3:17])[CH3:16]. (4) The reactants are: Cl[CH2:2][CH2:3][CH2:4][CH2:5][CH2:6][N:7]1[C:11]2[CH:12]=[CH:13][CH:14]=[CH:15][C:10]=2[N:9]=[N:8]1.[F:16][C:17]([F:31])([F:30])[C:18]1[CH:19]=[C:20]([N:24]2[CH2:29][CH2:28][NH:27][CH2:26][CH2:25]2)[CH:21]=[CH:22][CH:23]=1.C(N(C(C)C)CC)(C)C.[I-].[K+]. Given the product [F:31][C:17]([F:16])([F:30])[C:18]1[CH:19]=[C:20]([N:24]2[CH2:29][CH2:28][N:27]([CH2:2][CH2:3][CH2:4][CH2:5][CH2:6][N:7]3[C:11]4[CH:12]=[CH:13][CH:14]=[CH:15][C:10]=4[N:9]=[N:8]3)[CH2:26][CH2:25]2)[CH:21]=[CH:22][CH:23]=1, predict the reactants needed to synthesize it. (5) The reactants are: [CH2:1]([O:8][C:9]1[C:18](=[O:19])[N:17]2[C:12]([C:13]([CH3:21])([CH3:20])[O:14][CH2:15][CH2:16]2)=[N:11][C:10]=1[C:22]([NH:24][CH2:25][C:26]1[CH:34]=[CH:33][C:32]([F:35])=[CH:31][C:27]=1[C:28](O)=[O:29])=[O:23])[C:2]1[CH:7]=[CH:6][CH:5]=[CH:4][CH:3]=1.F[P-](F)(F)(F)(F)F.[N:43]1(OC(N(C)C)=[N+](C)C)[C:47]2N=CC=C[C:46]=2[N:45]=N1.C(CN)O. Given the product [NH2:43][CH2:47][CH2:46][NH:45][C:28]([C:27]1[CH:31]=[C:32]([F:35])[CH:33]=[CH:34][C:26]=1[CH2:25][NH:24][C:22]([C:10]1[N:11]=[C:12]2[N:17]([C:18](=[O:19])[C:9]=1[O:8][CH2:1][C:2]1[CH:3]=[CH:4][CH:5]=[CH:6][CH:7]=1)[CH2:16][CH2:15][O:14][C:13]2([CH3:21])[CH3:20])=[O:23])=[O:29], predict the reactants needed to synthesize it.